Predict the product of the given reaction. From a dataset of Forward reaction prediction with 1.9M reactions from USPTO patents (1976-2016). Given the reactants [Br:1][C:2]1[C:3]([F:12])=[C:4]2[C:10]([NH2:11])=[CH:9][NH:8][C:5]2=[N:6][CH:7]=1.[Cl:13][C:14]1[CH:15]=[C:16]([CH:20]=[CH:21][C:22]=1[F:23])[C:17](O)=[O:18].C1N(P(Cl)(N2C(=O)OCC2)=O)C(=O)OC1.C(N(CC)CC)C.[Li+].[OH-], predict the reaction product. The product is: [Br:1][C:2]1[C:3]([F:12])=[C:4]2[C:10]([NH:11][C:17](=[O:18])[C:16]3[CH:20]=[CH:21][C:22]([F:23])=[C:14]([Cl:13])[CH:15]=3)=[CH:9][NH:8][C:5]2=[N:6][CH:7]=1.